From a dataset of Full USPTO retrosynthesis dataset with 1.9M reactions from patents (1976-2016). Predict the reactants needed to synthesize the given product. (1) Given the product [C:33]1([C:32]2[N:22]3[N:21]=[C:20]([C:17]4[CH:16]=[CH:15][C:14]([OH:13])=[CH:19][CH:18]=4)[C:29]4[C:24]([C:23]3=[N:30][N:31]=2)=[CH:25][CH:26]=[CH:27][CH:28]=4)[CH:34]=[CH:35][CH:36]=[CH:37][CH:38]=1, predict the reactants needed to synthesize it. The reactants are: ClCCl.B(F)(F)F.C(Cl)(Cl)Cl.C[O:13][C:14]1[CH:19]=[CH:18][C:17]([C:20]2[C:29]3[C:24](=[CH:25][CH:26]=[CH:27][CH:28]=3)[C:23]3=[N:30][N:31]=[C:32]([C:33]4[CH:38]=[CH:37][CH:36]=[CH:35][CH:34]=4)[N:22]3[N:21]=2)=[CH:16][CH:15]=1. (2) Given the product [CH2:1]([O:3][C:4]([C:6]1[N:7]=[C:8]([S:12][CH:14]([CH3:20])[CH:15]([O:18][CH3:19])[O:16][CH3:17])[NH:9][C:10]=1[CH3:11])=[O:5])[CH3:2], predict the reactants needed to synthesize it. The reactants are: [CH2:1]([O:3][C:4]([C:6]1[NH:7][C:8](=[S:12])[NH:9][C:10]=1[CH3:11])=[O:5])[CH3:2].Br[CH:14]([CH3:20])[CH:15]([O:18][CH3:19])[O:16][CH3:17]. (3) Given the product [C:1]([O:5][C:6](=[O:7])[NH:8][C:9]1[CH:10]=[CH:11][C:12]([S:15][C:16]2[CH:24]=[CH:23][C:19]([C:20](=[O:21])[NH:48][C@H:45]([C:42]3[CH:43]=[CH:44][CH:39]=[CH:40][CH:41]=3)[CH2:46][OH:47])=[CH:18][C:17]=2[NH:25][C:26]2[C:27]3[CH:35]=[CH:34][C:33]([CH:36]([CH3:37])[CH3:38])=[N:32][C:28]=3[N:29]=[CH:30][N:31]=2)=[CH:13][CH:14]=1)([CH3:3])([CH3:4])[CH3:2], predict the reactants needed to synthesize it. The reactants are: [C:1]([O:5][C:6]([NH:8][C:9]1[CH:14]=[CH:13][C:12]([S:15][C:16]2[CH:24]=[CH:23][C:19]([C:20](O)=[O:21])=[CH:18][C:17]=2[NH:25][C:26]2[C:27]3[CH:35]=[CH:34][C:33]([CH:36]([CH3:38])[CH3:37])=[N:32][C:28]=3[N:29]=[CH:30][N:31]=2)=[CH:11][CH:10]=1)=[O:7])([CH3:4])([CH3:3])[CH3:2].[CH:39]1[CH:44]=[CH:43][C:42]([C@@H:45]([NH2:48])[CH2:46][OH:47])=[CH:41][CH:40]=1. (4) Given the product [C:1]([O:5][C:6]([C@@:8]1([CH2:22][CH2:23][CH2:24][OH:39])[CH2:12][C:11](=[O:13])[N:10]([C@@H:14]([C:16]2[CH:17]=[CH:18][CH:19]=[CH:20][CH:21]=2)[CH3:15])[CH2:9]1)=[O:7])([CH3:4])([CH3:3])[CH3:2], predict the reactants needed to synthesize it. The reactants are: [C:1]([O:5][C:6]([C@@:8]1([CH2:22][CH:23]=[CH2:24])[CH2:12][C:11](=[O:13])[N:10]([C@@H:14]([C:16]2[CH:21]=[CH:20][CH:19]=[CH:18][CH:17]=2)[CH3:15])[CH2:9]1)=[O:7])([CH3:4])([CH3:3])[CH3:2].B1C2CCCC1CCC2.[OH-].[Na+].OO.C(=O)(O)[O-:39].[Na+]. (5) The reactants are: [F:1][C:2]([F:13])([F:12])[C:3]1[CH:8]=[CH:7][C:6]([CH2:9][CH2:10][NH2:11])=[CH:5][CH:4]=1.[CH2:14]([N:21]1[CH2:26][CH2:25][C:24](=O)[CH2:23][CH2:22]1)[C:15]1[CH:20]=[CH:19][CH:18]=[CH:17][CH:16]=1.C([BH3-])#N.[Na+].C(O)(=O)C.[C:36](O[C:36]([O:38][C:39]([CH3:42])([CH3:41])[CH3:40])=[O:37])([O:38][C:39]([CH3:42])([CH3:41])[CH3:40])=[O:37]. Given the product [CH2:14]([N:21]1[CH2:26][CH2:25][CH:24]([N:11]([CH2:10][CH2:9][C:6]2[CH:5]=[CH:4][C:3]([C:2]([F:12])([F:13])[F:1])=[CH:8][CH:7]=2)[C:36](=[O:37])[O:38][C:39]([CH3:42])([CH3:41])[CH3:40])[CH2:23][CH2:22]1)[C:15]1[CH:20]=[CH:19][CH:18]=[CH:17][CH:16]=1, predict the reactants needed to synthesize it. (6) Given the product [C:1]([O:4][CH2:5][CH2:6][CH2:7][N:8]1[C:20]2[C:19]3[CH:18]=[CH:17][C:16]([Br:21])=[CH:15][C:14]=3[N:13]=[CH:12][C:11]=2[N:10]=[C:9]1[S:22][CH3:27])(=[O:3])[CH3:2], predict the reactants needed to synthesize it. The reactants are: [C:1]([O:4][CH2:5][CH2:6][CH2:7][N:8]1[C:20]2[C:19]3[CH:18]=[CH:17][C:16]([Br:21])=[CH:15][C:14]=3[N:13]=[CH:12][C:11]=2[NH:10][C:9]1=[S:22])(=[O:3])[CH3:2].O.[OH-].[NH4+].I[CH3:27]. (7) Given the product [NH2:20][C:17]1[CH:18]=[CH:19][C:10]([O:9][CH:8]([C:3]2[CH:4]=[CH:5][CH:6]=[CH:7][C:2]=2[F:1])[C:23]2[CH:28]=[CH:27][C:26]([F:29])=[CH:25][CH:24]=2)=[C:11]([CH:16]=1)[C:12]([O:14][CH3:15])=[O:13], predict the reactants needed to synthesize it. The reactants are: [F:1][C:2]1[CH:7]=[CH:6][CH:5]=[CH:4][C:3]=1[CH:8]([C:23]1[CH:28]=[CH:27][C:26]([F:29])=[CH:25][CH:24]=1)[O:9][C:10]1[CH:19]=[CH:18][C:17]([N+:20]([O-])=O)=[CH:16][C:11]=1[C:12]([O:14][CH3:15])=[O:13].